This data is from NCI-60 drug combinations with 297,098 pairs across 59 cell lines. The task is: Regression. Given two drug SMILES strings and cell line genomic features, predict the synergy score measuring deviation from expected non-interaction effect. (1) Drug 1: CN1C2=C(C=C(C=C2)N(CCCl)CCCl)N=C1CCCC(=O)O.Cl. Drug 2: CC1=C(C=C(C=C1)C(=O)NC2=CC(=CC(=C2)C(F)(F)F)N3C=C(N=C3)C)NC4=NC=CC(=N4)C5=CN=CC=C5. Cell line: SF-268. Synergy scores: CSS=-3.05, Synergy_ZIP=0.529, Synergy_Bliss=-0.864, Synergy_Loewe=-2.64, Synergy_HSA=-2.27. (2) Drug 1: CC12CCC3C(C1CCC2O)C(CC4=C3C=CC(=C4)O)CCCCCCCCCS(=O)CCCC(C(F)(F)F)(F)F. Drug 2: CC1CCCC2(C(O2)CC(NC(=O)CC(C(C(=O)C(C1O)C)(C)C)O)C(=CC3=CSC(=N3)C)C)C. Cell line: HCT-15. Synergy scores: CSS=35.7, Synergy_ZIP=5.18, Synergy_Bliss=9.36, Synergy_Loewe=-38.1, Synergy_HSA=4.74. (3) Drug 1: C1=C(C(=O)NC(=O)N1)F. Drug 2: C1=NC2=C(N=C(N=C2N1C3C(C(C(O3)CO)O)F)Cl)N. Cell line: OVCAR-4. Synergy scores: CSS=38.5, Synergy_ZIP=-5.82, Synergy_Bliss=-9.95, Synergy_Loewe=-7.55, Synergy_HSA=-6.82. (4) Drug 1: CCN(CC)CCNC(=O)C1=C(NC(=C1C)C=C2C3=C(C=CC(=C3)F)NC2=O)C. Drug 2: CN(CCCl)CCCl.Cl. Cell line: RXF 393. Synergy scores: CSS=9.55, Synergy_ZIP=-1.13, Synergy_Bliss=3.46, Synergy_Loewe=-4.51, Synergy_HSA=-2.96. (5) Synergy scores: CSS=-5.02, Synergy_ZIP=5.32, Synergy_Bliss=0.959, Synergy_Loewe=-3.48, Synergy_HSA=-9.36. Drug 1: CC1=CC=C(C=C1)C2=CC(=NN2C3=CC=C(C=C3)S(=O)(=O)N)C(F)(F)F. Drug 2: C(=O)(N)NO. Cell line: RPMI-8226. (6) Drug 1: CC12CCC(CC1=CCC3C2CCC4(C3CC=C4C5=CN=CC=C5)C)O. Drug 2: CCC1(CC2CC(C3=C(CCN(C2)C1)C4=CC=CC=C4N3)(C5=C(C=C6C(=C5)C78CCN9C7C(C=CC9)(C(C(C8N6C)(C(=O)OC)O)OC(=O)C)CC)OC)C(=O)OC)O.OS(=O)(=O)O. Cell line: OVCAR-8. Synergy scores: CSS=52.8, Synergy_ZIP=10.3, Synergy_Bliss=13.3, Synergy_Loewe=-10.2, Synergy_HSA=12.7. (7) Drug 1: C1=CC=C(C=C1)NC(=O)CCCCCCC(=O)NO. Drug 2: CCC1(C2=C(COC1=O)C(=O)N3CC4=CC5=C(C=CC(=C5CN(C)C)O)N=C4C3=C2)O. Cell line: SK-OV-3. Synergy scores: CSS=83.7, Synergy_ZIP=8.79, Synergy_Bliss=8.85, Synergy_Loewe=7.07, Synergy_HSA=12.5. (8) Drug 1: C1CC(=O)NC(=O)C1N2C(=O)C3=CC=CC=C3C2=O. Drug 2: C1CCC(C(C1)N)N.C(=O)(C(=O)[O-])[O-].[Pt+4]. Cell line: EKVX. Synergy scores: CSS=-0.437, Synergy_ZIP=1.32, Synergy_Bliss=4.10, Synergy_Loewe=-1.57, Synergy_HSA=-0.855. (9) Drug 1: CC1=C2C(C(=O)C3(C(CC4C(C3C(C(C2(C)C)(CC1OC(=O)C(C(C5=CC=CC=C5)NC(=O)OC(C)(C)C)O)O)OC(=O)C6=CC=CC=C6)(CO4)OC(=O)C)OC)C)OC. Drug 2: C1CC(=O)NC(=O)C1N2C(=O)C3=CC=CC=C3C2=O. Cell line: CAKI-1. Synergy scores: CSS=48.0, Synergy_ZIP=8.35, Synergy_Bliss=8.84, Synergy_Loewe=-17.8, Synergy_HSA=8.93.